Dataset: Full USPTO retrosynthesis dataset with 1.9M reactions from patents (1976-2016). Task: Predict the reactants needed to synthesize the given product. (1) Given the product [CH:27]([C:9]1[C:10]2[C:11]([C:16]#[N:17])=[CH:12][CH:13]=[CH:14][C:15]=2[N:7]([CH3:6])[C:8]=1[C:18]1[CH:23]=[CH:22][CH:21]=[CH:20][CH:19]=1)=[O:28], predict the reactants needed to synthesize it. The reactants are: O=P(Cl)(Cl)Cl.[CH3:6][N:7]1[C:15]2[CH:14]=[CH:13][CH:12]=[C:11]([C:16]#[N:17])[C:10]=2[CH:9]=[C:8]1[C:18]1[CH:23]=[CH:22][CH:21]=[CH:20][CH:19]=1.CN([CH:27]=[O:28])C. (2) Given the product [Cl:54][C:55]1[C:30]2[C:25](=[CH:26][CH:27]=[CH:28][CH:29]=2)[N:24]=[C:23]([CH2:22][O:21][C:20]2[CH:19]=[CH:18][C:17]([C:8]3[C:7]([C:4]4[CH:3]=[CH:2][N:1]=[CH:6][CH:5]=4)=[CH:11][N:10]([CH3:12])[N:9]=3)=[CH:34][CH:33]=2)[CH:32]=1, predict the reactants needed to synthesize it. The reactants are: [N:1]1[CH:6]=[CH:5][C:4]([C:7]2[C:8]([C:17]3[CH:34]=[CH:33][C:20]([O:21][CH2:22][C:23]4[CH:32]=N[C:30]5[C:25](=[CH:26][CH:27]=[CH:28][CH:29]=5)[N:24]=4)=[CH:19][CH:18]=3)=[N:9][N:10]([CH2:12]C(F)(F)F)[CH:11]=2)=[CH:3][CH:2]=1.CN1C=C(C2C=CN=CC=2)C(C2C=CC(O)=CC=2)=N1.[Cl:54][C:55]1C2C(=CC=CC=2)N=C(CO)C=1.